Dataset: Reaction yield outcomes from USPTO patents with 853,638 reactions. Task: Predict the reaction yield, written as a fraction of the theoretical maximum amount of product (1.0 means a 100% yield; for example, 0.34 means a 34% yield). (1) The reactants are CC1(C)[O:6][C@@H:5]([CH2:7][CH2:8][NH:9][C:10]([CH:12]2[CH:16]([C:17]3[CH:22]=[CH:21][CH:20]=[C:19]([Cl:23])[CH:18]=3)[C:15]([C:26]3[CH:31]=[CH:30][C:29]([Cl:32])=[CH:28][CH:27]=3)([C:24]#[N:25])[CH:14]([C:33]3[CH:38]=[CH:37][CH:36]=[C:35]([Cl:39])[CH:34]=3)[NH:13]2)=[O:11])[CH2:4][O:3]1.Cl. The catalyst is O1CCCC1. The product is [OH:6][C@H:5]([CH2:4][OH:3])[CH2:7][CH2:8][NH:9][C:10]([CH:12]1[CH:16]([C:17]2[CH:22]=[CH:21][CH:20]=[C:19]([Cl:23])[CH:18]=2)[C:15]([C:26]2[CH:31]=[CH:30][C:29]([Cl:32])=[CH:28][CH:27]=2)([C:24]#[N:25])[CH:14]([C:33]2[CH:38]=[CH:37][CH:36]=[C:35]([Cl:39])[CH:34]=2)[NH:13]1)=[O:11]. The yield is 0.890. (2) The reactants are [Cl:1][C:2]1[CH:7]=[C:6]([OH:8])[C:5]([F:9])=[CH:4][C:3]=1[NH:10][C:11]([C:13]1[C:14](=[O:26])[N:15]([C:20]2[CH:25]=[CH:24][CH:23]=[CH:22][CH:21]=2)[N:16]([CH3:19])[C:17]=1[CH3:18])=[O:12].CC([O-])(C)C.[K+].Cl[C:34]1[CH:39]=[CH:38][N:37]=[C:36]([C:40]([NH2:42])=[O:41])[CH:35]=1.O. The catalyst is CN(C=O)C. The product is [Cl:1][C:2]1[C:3]([NH:10][C:11]([C:13]2[C:14](=[O:26])[N:15]([C:20]3[CH:21]=[CH:22][CH:23]=[CH:24][CH:25]=3)[N:16]([CH3:19])[C:17]=2[CH3:18])=[O:12])=[CH:4][C:5]([F:9])=[C:6]([CH:7]=1)[O:8][C:34]1[CH:39]=[CH:38][N:37]=[C:36]([C:40]([NH2:42])=[O:41])[CH:35]=1. The yield is 0.605. (3) The reactants are [S:1]1([C:12]2[C:7](=[CH:8][CH:9]=[CH:10][CH:11]=2)[C:5](=[O:6])[NH:4]1)(=[O:3])=[O:2].[H-].[Na+].Br[CH2:16][CH2:17][CH2:18][CH2:19][O:20][C:21]1[CH:26]=[CH:25][CH:24]=[C:23]([CH3:27])[CH:22]=1. The catalyst is CN(C=O)C. The product is [CH3:27][C:23]1[CH:22]=[C:21]([CH:26]=[CH:25][CH:24]=1)[O:20][CH2:19][CH2:18][CH2:17][CH2:16][N:4]1[C:5](=[O:6])[C:7]2[C:12](=[CH:11][CH:10]=[CH:9][CH:8]=2)[S:1]1(=[O:2])=[O:3]. The yield is 0.550. (4) The reactants are Cl[C:2]1[CH:7]=[CH:6][N:5]=[C:4]2[CH:8]=[C:9]([C:11]([C:13]3[O:14][CH:15]=[CH:16][CH:17]=3)=[O:12])[S:10][C:3]=12.[F:18][C:19]1[CH:24]=[C:23]([N+:25]([O-:27])=[O:26])[CH:22]=[CH:21][C:20]=1O.[C:29]([O-])([O-])=O.[K+].[K+]. The catalyst is O(C1C=CC=CC=1)C1C=CC=CC=1. The product is [F:18][C:19]1[CH:24]=[C:23]([N+:25]([O-:27])=[O:26])[CH:22]=[CH:21][C:20]=1[CH2:29][C:2]1[CH:7]=[CH:6][N:5]=[C:4]2[CH:8]=[C:9]([C:11]([C:13]3[O:14][CH:15]=[CH:16][CH:17]=3)=[O:12])[S:10][C:3]=12. The yield is 0.390. (5) The product is [Cl:11][C:12]1[N:17]=[C:16]2[C:18]([CH2:21][NH:7][C@@H:5]([CH3:6])[CH:4]([O:8][CH2:9][CH3:10])[O:3][CH2:1][CH3:2])=[CH:19][S:20][C:15]2=[CH:14][CH:13]=1. The yield is 0.300. The reactants are [CH2:1]([O:3][CH:4]([O:8][CH2:9][CH3:10])[C@@H:5]([NH2:7])[CH3:6])[CH3:2].[Cl:11][C:12]1[N:17]=[C:16]2[C:18]([CH:21]=O)=[CH:19][S:20][C:15]2=[CH:14][CH:13]=1. No catalyst specified. (6) The reactants are [Br:1][C:2]1[CH:3]=[C:4]([C:8]2(O)[CH2:13][CH2:12][O:11][CH2:10][CH2:9]2)[CH:5]=[CH:6][CH:7]=1.O.C1(C)C=CC(S(O)(=O)=O)=CC=1. The catalyst is C1(C)C=CC=CC=1. The product is [Br:1][C:2]1[CH:3]=[C:4]([C:8]2[CH2:13][CH2:12][O:11][CH2:10][CH:9]=2)[CH:5]=[CH:6][CH:7]=1. The yield is 0.900. (7) The yield is 0.520. The product is [Cl:1][C:2]1[CH:3]=[C:4]([O:11][CH2:13][CH2:14][O:15][CH3:16])[CH:5]=[C:6]([F:10])[C:7]=1[CH2:8][OH:9]. The reactants are [Cl:1][C:2]1[CH:3]=[C:4]([OH:11])[CH:5]=[C:6]([F:10])[C:7]=1[CH2:8][OH:9].Br[CH2:13][CH2:14][O:15][CH3:16]. No catalyst specified. (8) The reactants are C(OC([NH:8][CH:9]1[CH2:14][CH2:13][N:12]([C:15]2[CH:37]=[CH:36][C:18]([CH2:19][C@@H:20]([C:32]([O:34][CH3:35])=[O:33])[NH:21][C:22](=[O:31])[C:23]3[C:28]([Cl:29])=[CH:27][CH:26]=[CH:25][C:24]=3[Cl:30])=[CH:17][CH:16]=2)[CH2:11][CH2:10]1)=O)(C)(C)C.C(O)(C(F)(F)F)=O. The catalyst is C(Cl)Cl. The product is [NH2:8][CH:9]1[CH2:10][CH2:11][N:12]([C:15]2[CH:16]=[CH:17][C:18]([CH2:19][C@@H:20]([C:32]([O:34][CH3:35])=[O:33])[NH:21][C:22](=[O:31])[C:23]3[C:28]([Cl:29])=[CH:27][CH:26]=[CH:25][C:24]=3[Cl:30])=[CH:36][CH:37]=2)[CH2:13][CH2:14]1. The yield is 0.930.